This data is from Catalyst prediction with 721,799 reactions and 888 catalyst types from USPTO. The task is: Predict which catalyst facilitates the given reaction. (1) Reactant: [F:1][C:2]1[CH:3]=[C:4]2[C:8](=[CH:9][CH:10]=1)[NH:7][CH:6]=[CH:5]2.O. Product: [F:1][C:2]1[CH:3]=[C:4]2[C:8](=[CH:9][CH:10]=1)[NH:7][C:6]1[C:5]2=[C:5]2[C:4]3[CH:3]=[C:2]([F:1])[CH:10]=[CH:9][C:8]=3[NH:7][C:6]2=[C:5]2[C:4]3[CH:3]=[C:2]([F:1])[CH:10]=[CH:9][C:8]=3[NH:7][C:6]2=1. The catalyst class is: 21. (2) Reactant: [Cl:1][C:2]1[CH:7]=[CH:6][CH:5]=[CH:4][C:3]=1[CH:8]([C:20]1[CH:28]=[CH:27][C:23]([C:24](O)=[O:25])=[C:22]([F:29])[CH:21]=1)[CH2:9][C:10]([C:12]1[CH:17]=[CH:16][C:15](=[O:18])[N:14]([CH3:19])[CH:13]=1)=[O:11].Cl.[CH3:31][O:32][C:33]([C@H:35]1[CH2:40][CH2:39][C@H:38]([NH2:41])[CH2:37][CH2:36]1)=[O:34].CN([P+](ON1N=NC2C=CC=CC1=2)(N(C)C)N(C)C)C.F[P-](F)(F)(F)(F)F. Product: [CH3:31][O:32][C:33]([C@H:35]1[CH2:40][CH2:39][C@H:38]([NH:41][C:24](=[O:25])[C:23]2[CH:27]=[CH:28][C:20]([CH:8]([C:3]3[CH:4]=[CH:5][CH:6]=[CH:7][C:2]=3[Cl:1])[CH2:9][C:10]([C:12]3[CH:17]=[CH:16][C:15](=[O:18])[N:14]([CH3:19])[CH:13]=3)=[O:11])=[CH:21][C:22]=2[F:29])[CH2:37][CH2:36]1)=[O:34]. The catalyst class is: 7. (3) Product: [NH2:20][C:18]1[CH:17]=[C:14]([CH:13]=[C:12]([O:11][CH2:10][CH2:9][O:8][CH2:7][CH2:6][O:5][CH2:4][CH2:3][O:2][CH3:1])[CH:19]=1)[C:15]#[N:16]. Reactant: [CH3:1][O:2][CH2:3][CH2:4][O:5][CH2:6][CH2:7][O:8][CH2:9][CH2:10][O:11][C:12]1[CH:13]=[C:14]([CH:17]=[C:18]([N+:20]([O-])=O)[CH:19]=1)[C:15]#[N:16].O.[NH4+].[Cl-]. The catalyst class is: 447. (4) Reactant: [CH2:1]([O:3][C:4]([C:6]1[C:12]2[NH:13][C:14]3[CH:15]=[C:16]([C:20]4[CH:25]=[CH:24][CH:23]=[C:22]([O:26][CH3:27])[CH:21]=4)[CH:17]=[CH:18][C:19]=3[C:11]=2[CH2:10][CH2:9][N:8](C(=O)C2C=CC(F)=CC=2)[CH:7]=1)=[O:5])[CH3:2].C([O-])([O-])=O.[Na+].[Na+]. Product: [CH2:1]([O:3][C:4]([C:6]1[C:12]2[NH:13][C:14]3[CH:15]=[C:16]([C:20]4[CH:25]=[CH:24][CH:23]=[C:22]([O:26][CH3:27])[CH:21]=4)[CH:17]=[CH:18][C:19]=3[C:11]=2[CH2:10][CH2:9][NH:8][CH:7]=1)=[O:5])[CH3:2]. The catalyst class is: 271. (5) Reactant: [C:1]([C:5]1[CH:10]=[CH:9][C:8]([C:11]2[CH:19]=[CH:18][CH:17]=[C:16]3[C:12]=2[CH2:13][C:14](=[CH:21][C:22]2([CH3:28])[CH2:27][CH2:26][CH2:25][CH2:24][CH2:23]2)[C:15]3=[O:20])=[CH:7][CH:6]=1)([CH3:4])([CH3:3])[CH3:2].[H][H]. Product: [C:1]([C:5]1[CH:10]=[CH:9][C:8]([C:11]2[CH:19]=[CH:18][CH:17]=[C:16]3[C:12]=2[CH2:13][CH:14]([CH2:21][C:22]2([CH3:28])[CH2:23][CH2:24][CH2:25][CH2:26][CH2:27]2)[C:15]3=[O:20])=[CH:7][CH:6]=1)([CH3:4])([CH3:2])[CH3:3]. The catalyst class is: 78. (6) The catalyst class is: 34. Reactant: [Cl:1][C:2]1[CH:3]=[CH:4][C:5]([NH:8][C:9]([C:11]2[CH:16]=[C:15]([Cl:17])[CH:14]=[CH:13][C:12]=2[NH:18][C:19]([C:21]2[CH:26]=[CH:25][C:24]([S:27]([CH3:30])(=[NH:29])=[O:28])=[CH:23][CH:22]=2)=[O:20])=[O:10])=[N:6][CH:7]=1.N1C=CC=CC=1.[Cl:37][CH2:38][C:39](Cl)=[O:40]. Product: [Cl:1][C:2]1[CH:3]=[CH:4][C:5]([NH:8][C:9]([C:11]2[CH:16]=[C:15]([Cl:17])[CH:14]=[CH:13][C:12]=2[NH:18][C:19]([C:21]2[CH:26]=[CH:25][C:24]([S:27]([CH3:30])(=[N:29][C:39](=[O:40])[CH2:38][Cl:37])=[O:28])=[CH:23][CH:22]=2)=[O:20])=[O:10])=[N:6][CH:7]=1.